This data is from Full USPTO retrosynthesis dataset with 1.9M reactions from patents (1976-2016). The task is: Predict the reactants needed to synthesize the given product. Given the product [CH3:11][O:12][C:13]1[CH:14]=[CH:15][C:16]([CH2:17][N:18]2[C:22]([NH:23][CH:26]=[C:5]3[C:6](=[O:8])[O:7][C:2]([CH3:10])([CH3:1])[O:3][C:4]3=[O:9])=[CH:21][CH:20]=[N:19]2)=[CH:24][CH:25]=1, predict the reactants needed to synthesize it. The reactants are: [CH3:1][C:2]1([CH3:10])[O:7][C:6](=[O:8])[CH2:5][C:4](=[O:9])[O:3]1.[CH3:11][O:12][C:13]1[CH:25]=[CH:24][C:16]([CH2:17][N:18]2[C:22]([NH2:23])=[CH:21][CH:20]=[N:19]2)=[CH:15][CH:14]=1.[CH2:26](OC(OCC)OCC)C.